From a dataset of Full USPTO retrosynthesis dataset with 1.9M reactions from patents (1976-2016). Predict the reactants needed to synthesize the given product. (1) Given the product [F:1][C:2]1[C:11]([C:12]2[CH:17]=[CH:16][CH:15]=[CH:14][CH:13]=2)=[C:10]([F:18])[C:9]([OH:19])=[C:8]2[C:3]=1[C:4](=[O:21])[NH:5][CH:6]=[N:7]2, predict the reactants needed to synthesize it. The reactants are: [F:1][C:2]1[C:11]([C:12]2[CH:17]=[CH:16][CH:15]=[CH:14][CH:13]=2)=[C:10]([F:18])[C:9]([O:19]C)=[C:8]2[C:3]=1[C:4](=[O:21])[NH:5][CH:6]=[N:7]2.B(Br)(Br)Br. (2) The reactants are: [OH:1][B:2]1[C:6]2[CH:7]=[C:8]([OH:12])[CH:9]=[C:10]([CH3:11])[C:5]=2[CH:4]([CH2:13][C:14]([O:16]CC)=[O:15])[O:3]1.[Li+].[OH-].Cl. Given the product [OH:1][B:2]1[C:6]2[CH:7]=[C:8]([OH:12])[CH:9]=[C:10]([CH3:11])[C:5]=2[CH:4]([CH2:13][C:14]([OH:16])=[O:15])[O:3]1, predict the reactants needed to synthesize it. (3) Given the product [C:10]([C:12]1[C:13]([N:25]2[CH2:26][CH2:27][CH:28]([C:31](=[O:33])[NH:43][S:40]([C:34]3[CH:39]=[CH:38][CH:37]=[CH:36][CH:35]=3)(=[O:42])=[O:41])[CH2:29][CH2:30]2)=[N:14][C:15]([O:23][CH3:24])=[C:16]([CH:17]=1)[C:18]([O:20][CH2:21][CH3:22])=[O:19])#[N:11], predict the reactants needed to synthesize it. The reactants are: CCN(C(C)C)C(C)C.[C:10]([C:12]1[C:13]([N:25]2[CH2:30][CH2:29][CH:28]([C:31]([OH:33])=O)[CH2:27][CH2:26]2)=[N:14][C:15]([O:23][CH3:24])=[C:16]([C:18]([O:20][CH2:21][CH3:22])=[O:19])[CH:17]=1)#[N:11].[C:34]1([S:40]([NH2:43])(=[O:42])=[O:41])[CH:39]=[CH:38][CH:37]=[CH:36][CH:35]=1.C1CN([P+](Br)(N2CCCC2)N2CCCC2)CC1.F[P-](F)(F)(F)(F)F. (4) Given the product [CH2:24]([O:23][C:20]1[CH:19]=[CH:18][C:17]([C:14]2([C:12]([N:9]3[CH2:10][CH2:11][CH:7]([C:4]4[CH:3]=[CH:2][N:1]=[CH:6][CH:5]=4)[CH2:8]3)=[O:13])[CH2:16][CH2:15]2)=[CH:22][CH:21]=1)[C:25]1[CH:30]=[CH:29][CH:28]=[CH:27][CH:26]=1, predict the reactants needed to synthesize it. The reactants are: [N:1]1[CH:6]=[CH:5][C:4]([CH:7]2[CH2:11][CH2:10][N:9]([C:12]([C:14]3([C:17]4[CH:22]=[CH:21][C:20]([OH:23])=[CH:19][CH:18]=4)[CH2:16][CH2:15]3)=[O:13])[CH2:8]2)=[CH:3][CH:2]=1.[CH2:24](Br)[C:25]1[CH:30]=[CH:29][CH:28]=[CH:27][CH:26]=1.C(=O)([O-])[O-].[K+].[K+].CN(C)C=O. (5) Given the product [O:1]1[C:9]2[CH:8]=[CH:7][N:6]=[C:5]([CH2:10][CH2:11][C:12]#[N:14])[C:4]=2[CH2:3][CH2:2]1, predict the reactants needed to synthesize it. The reactants are: [O:1]1[C:9]2[CH:8]=[CH:7][N:6]=[C:5]([CH2:10][CH2:11][C:12]([NH2:14])=O)[C:4]=2[CH2:3][CH2:2]1.N1C=CC=CC=1.FC(F)(F)C(OC(=O)C(F)(F)F)=O. (6) The reactants are: [CH2:1]([N:8]1[CH2:12][CH2:11][C:10]([C:14]2[CH:19]=[C:18]([F:20])[CH:17]=[C:16]([Cl:21])[CH:15]=2)([OH:13])[CH2:9]1)[C:2]1C=CC=CC=1.ICC. Given the product [Cl:21][C:16]1[CH:15]=[C:14]([C:10]2([OH:13])[CH2:11][CH2:12][N:8]([CH2:1][CH3:2])[CH2:9]2)[CH:19]=[C:18]([F:20])[CH:17]=1, predict the reactants needed to synthesize it. (7) Given the product [Cl:26][C:7]1[C:8]2[C:13](=[CH:12][C:11]([O:21][CH3:22])=[CH:10][CH:9]=2)[C:14]([C:15]2[CH:20]=[CH:19][CH:18]=[CH:17][CH:16]=2)=[C:5]([CH2:4][N:2]([CH3:3])[CH3:1])[N:6]=1, predict the reactants needed to synthesize it. The reactants are: [CH3:1][N:2]([CH2:4][C:5]1[NH:6][C:7](=O)[C:8]2[C:13]([C:14]=1[C:15]1[CH:20]=[CH:19][CH:18]=[CH:17][CH:16]=1)=[CH:12][C:11]([O:21][CH3:22])=[CH:10][CH:9]=2)[CH3:3].O=P(Cl)(Cl)[Cl:26]. (8) Given the product [C:17]([O:21][C:22](=[O:24])[NH:23][C@@H:31]([CH2:30][NH:27][C:3]1[C:2]([Br:1])=[CH:7][N:6]=[C:5]([C:8]2[CH:13]=[C:12]([Cl:14])[CH:11]=[CH:10][C:9]=2[OH:15])[N:4]=1)[CH2:34][CH3:35])([CH3:20])([CH3:19])[CH3:18], predict the reactants needed to synthesize it. The reactants are: [Br:1][C:2]1[C:3](Cl)=[N:4][C:5]([C:8]2[CH:13]=[C:12]([Cl:14])[CH:11]=[CH:10][C:9]=2[OH:15])=[N:6][CH:7]=1.[C:17]([O:21][C:22](=[O:24])[NH2:23])([CH3:20])([CH3:19])[CH3:18].C([N:27]([CH2:30][CH3:31])CC)C.CN(C)[C:34](=O)[CH3:35]. (9) Given the product [Cl:12][C:13]1[C:18]([CH2:19][N:2]([CH3:1])[CH2:3][CH:4]([C:6]2[CH:11]=[CH:10][CH:9]=[CH:8][CH:7]=2)[OH:5])=[CH:17][CH:16]=[C:15]([Cl:21])[N:14]=1, predict the reactants needed to synthesize it. The reactants are: [CH3:1][NH:2][CH2:3][CH:4]([C:6]1[CH:11]=[CH:10][CH:9]=[CH:8][CH:7]=1)[OH:5].[Cl:12][C:13]1[C:18]([CH2:19]Cl)=[CH:17][CH:16]=[C:15]([Cl:21])[N:14]=1. (10) Given the product [C:1]1(/[CH:7]=[CH:27]/[CH:28]([NH:39][C:40](=[O:48])[CH2:41][C:42]2[CH:47]=[CH:46][CH:45]=[CH:44][CH:43]=2)[NH:29][C:30](=[O:38])[CH2:31][C:32]2[CH:33]=[CH:34][CH:35]=[CH:36][CH:37]=2)[CH:6]=[CH:5][CH:4]=[CH:3][CH:2]=1, predict the reactants needed to synthesize it. The reactants are: [C:1]1([CH2:7]C(N)=O)[CH:6]=[CH:5][CH:4]=[CH:3][CH:2]=1.C(=O)C=CC1C=CC=CC=1.C1([CH2:27][CH:28]([NH:39][C:40](=[O:48])[CH2:41][C:42]2[CH:47]=[CH:46][CH:45]=[CH:44][CH:43]=2)[NH:29][C:30](=[O:38])[CH2:31][C:32]2[CH:37]=[CH:36][CH:35]=[CH:34][CH:33]=2)C=CC=CC=1.